Dataset: Reaction yield outcomes from USPTO patents with 853,638 reactions. Task: Predict the reaction yield, written as a fraction of the theoretical maximum amount of product (1.0 means a 100% yield; for example, 0.34 means a 34% yield). The reactants are [CH:1]([C:4]1[CH:9]=[C:8]([O:10][CH3:11])[CH:7]=[CH:6][C:5]=1[S:12]([C:15]1[CH:20]=[CH:19][C:18]([CH3:21])=[CH:17][CH:16]=1)(=[O:14])=[O:13])([CH3:3])[CH3:2].[I:22]Cl.C([O-])(O)=O.[Na+]. The catalyst is CC(O)=O.O. The product is [I:22][C:7]1[CH:6]=[C:5]([S:12]([C:15]2[CH:16]=[CH:17][C:18]([CH3:21])=[CH:19][CH:20]=2)(=[O:13])=[O:14])[C:4]([CH:1]([CH3:3])[CH3:2])=[CH:9][C:8]=1[O:10][CH3:11]. The yield is 0.890.